Predict the product of the given reaction. From a dataset of Forward reaction prediction with 1.9M reactions from USPTO patents (1976-2016). (1) Given the reactants [O:1]1[CH2:6][CH2:5][CH2:4][CH2:3][CH:2]1[O:7][CH2:8][C:9]1[CH:14]=[CH:13][CH:12]=[CH:11][C:10]=1[CH2:15][OH:16].CCN(CC)CC.[O:24](S(C1C=CC(C)=CC=1)(=O)=O)[S:25]([C:28]1[CH:34]=[CH:33][C:31]([CH3:32])=[CH:30][CH:29]=1)(=O)=[O:26], predict the reaction product. The product is: [CH3:32][C:31]1[CH:33]=[CH:34][C:28]([S:25]([O:16][CH2:15][C:10]2[CH:11]=[CH:12][CH:13]=[CH:14][C:9]=2[CH2:8][O:7][CH:2]2[CH2:3][CH2:4][CH2:5][CH2:6][O:1]2)(=[O:26])=[O:24])=[CH:29][CH:30]=1. (2) The product is: [CH3:1][CH:2]([CH2:13][CH2:14][CH2:15][CH:16]([CH3:23])[CH2:17][CH2:18][CH2:19][CH:20]([CH3:22])[CH3:21])[CH2:3][CH2:4][O:5][CH2:6][C@@H:7]([C@@H:9]([CH2:11][OH:12])[OH:10])[OH:8].[OH2:5]. Given the reactants [CH3:1][CH:2]([CH2:13][CH2:14][CH2:15][CH:16]([CH3:23])[CH2:17][CH2:18][CH2:19][CH:20]([CH3:22])[CH3:21])[CH2:3][CH2:4][O:5][CH2:6][C@@H:7]([C@@H:9]([CH2:11][OH:12])[OH:10])[OH:8], predict the reaction product. (3) Given the reactants Br[C:2]1[CH:9]=[CH:8][C:7]([Cl:10])=[CH:6][C:3]=1[CH:4]=O.C([NH:14][C:15](=[CH2:20])[C:16]([O:18][CH3:19])=[O:17])(=O)C, predict the reaction product. The product is: [Cl:10][C:7]1[CH:6]=[C:3]2[C:2]([CH:20]=[C:15]([C:16]([O:18][CH3:19])=[O:17])[N:14]=[CH:4]2)=[CH:9][CH:8]=1. (4) Given the reactants [CH3:1][NH:2][C:3]([C:5]1[CH:10]=[C:9]([O:11][C:12]2[CH:21]=[C:20]3[C:15]([CH2:16][CH2:17][NH:18][CH2:19]3)=[CH:14][CH:13]=2)[CH:8]=[CH:7][N:6]=1)=[O:4].[F:22][C:23]1[CH:28]=[C:27]([N:29]=[C:30]=[O:31])[CH:26]=[CH:25][C:24]=1[CH3:32].O, predict the reaction product. The product is: [F:22][C:23]1[CH:28]=[C:27]([NH:29][C:30]([N:18]2[CH2:17][CH2:16][C:15]3[C:20](=[CH:21][C:12]([O:11][C:9]4[CH:8]=[CH:7][N:6]=[C:5]([C:3]([NH:2][CH3:1])=[O:4])[CH:10]=4)=[CH:13][CH:14]=3)[CH2:19]2)=[O:31])[CH:26]=[CH:25][C:24]=1[CH3:32]. (5) Given the reactants [C:1]([C:5]1[S:9][C:8]([C:10]([NH:12][C@@H:13]([CH2:36][C:37]2[CH:42]=[CH:41][C:40]([C:43]3[N:48]=[CH:47][C:46]([C:49]4[CH:54]=[CH:53][C:52]([O:55][CH2:56][CH2:57][CH2:58][CH2:59][CH2:60][CH2:61][CH3:62])=[CH:51][CH:50]=4)=[CH:45][N:44]=3)=[CH:39][CH:38]=2)[C:14]([NH:16][C@H:17]([C:29]([O:31][C:32]([CH3:35])([CH3:34])[CH3:33])=[O:30])[CH2:18][C:19]([O:21]CC2C=CC=CC=2)=[O:20])=[O:15])=[O:11])=[CH:7][CH:6]=1)([CH3:4])([CH3:3])[CH3:2], predict the reaction product. The product is: [C:32]([O:31][C:29](=[O:30])[C@@H:17]([NH:16][C:14](=[O:15])[C@@H:13]([NH:12][C:10]([C:8]1[S:9][C:5]([C:1]([CH3:4])([CH3:3])[CH3:2])=[CH:6][CH:7]=1)=[O:11])[CH2:36][C:37]1[CH:38]=[CH:39][C:40]([C:43]2[N:48]=[CH:47][C:46]([C:49]3[CH:54]=[CH:53][C:52]([O:55][CH2:56][CH2:57][CH2:58][CH2:59][CH2:60][CH2:61][CH3:62])=[CH:51][CH:50]=3)=[CH:45][N:44]=2)=[CH:41][CH:42]=1)[CH2:18][C:19]([OH:21])=[O:20])([CH3:33])([CH3:34])[CH3:35]. (6) Given the reactants [OH:1][C:2]1[C:3](=O)[C:4]2[C:12](=[CH:13][CH:14]=1)[C:11]1[C:6](=[CH:7][C:8]([OH:15])=[CH:9][CH:10]=1)[CH:5]=2.O[CH2:18][C@@H:19]1[CH2:23][CH2:22][CH2:21][N:20]1[CH3:24].[C:25]1(P([C:27]2[CH:28]=[CH:29]C=[CH:25][CH:26]=2)[C:27]2[CH:28]=[CH:29]C=[CH:25][CH:26]=2)C=[CH:29][CH:28]=[CH:27][CH:26]=1.CC(O[C:49](/[N:51]=N/C(OC(C)(C)C)=O)=O)(C)C.C1C[O:63]CC1, predict the reaction product. The product is: [CH3:24][N:20]1[CH2:21][CH2:22][CH2:23][C@H:19]1[CH2:18][O:1][C:2]1[CH:14]=[CH:13][C:12]2[C:11]3[C:6](=[CH:7][C:8]([O:15][CH2:25][C@@H:26]4[CH2:27][CH2:28][CH2:29][N:51]4[CH3:49])=[CH:9][CH:10]=3)[C:5](=[O:63])[C:4]=2[CH:3]=1.